Dataset: Forward reaction prediction with 1.9M reactions from USPTO patents (1976-2016). Task: Predict the product of the given reaction. (1) Given the reactants C(S([N:6]1C[CH2:10][CH:9]([C:12]2C3C(=C(C(N)=O)C=C(C4SC(CNCC(C)CC)=CC=4)C=3)NC=2)[CH2:8][CH2:7]1)(=O)=O)C.[CH:36]([C:38]1[S:42][C:41]([B:43]([OH:45])[OH:44])=[CH:40][CH:39]=1)=O.CC(C)CCN.[BH3-]C#N.[Na+], predict the reaction product. The product is: [CH3:10][CH:9]([CH3:12])[CH2:8][CH2:7][NH:6][CH2:36][C:38]1[S:42][C:41]([B:43]([OH:45])[OH:44])=[CH:40][CH:39]=1. (2) Given the reactants [Cl:1][C:2]1[CH:3]=[CH:4][C:5]([NH:9][C:10]2[N:14]([CH3:15])[C:13]3[C:16]([N:20]([CH2:24][CH2:25][CH3:26])[CH2:21][CH2:22][CH3:23])=[CH:17][CH:18]=[CH:19][C:12]=3[N:11]=2)=[C:6]([OH:8])[CH:7]=1.C(=O)(O)[O-].[Cs+].Br[CH2:33][C:34]#[N:35].C(=O)([O-])[O-].[K+].[K+], predict the reaction product. The product is: [Cl:1][C:2]1[CH:3]=[CH:4][C:5]([NH:9][C:10]2[N:14]([CH3:15])[C:13]3[C:16]([N:20]([CH2:24][CH2:25][CH3:26])[CH2:21][CH2:22][CH3:23])=[CH:17][CH:18]=[CH:19][C:12]=3[N:11]=2)=[C:6]([CH:7]=1)[O:8][CH2:33][C:34]#[N:35]. (3) Given the reactants [NH2:1][C:2]1[NH:6][N:5]=[C:4]([CH3:7])[C:3]=1[C:8]1[CH:13]=[CH:12][C:11]([O:14][CH2:15][CH:16]2[CH2:21][CH2:20][N:19](C(OC(C)(C)C)=O)[CH2:18][CH2:17]2)=[C:10]([O:29][CH3:30])[CH:9]=1.[OH:31][C:32]1[CH:39]=[CH:38][C:35]([CH:36]=O)=[CH:34][CH:33]=1.[C:40]([OH:46])([C:42]([F:45])([F:44])[F:43])=[O:41], predict the reaction product. The product is: [F:43][C:42]([F:45])([F:44])[C:40]([OH:46])=[O:41].[CH3:7][C:4]1[C:3]2[C:8]3[CH:9]=[C:10]([O:29][CH3:30])[C:11]([O:14][CH2:15][CH:16]4[CH2:17][CH2:18][NH:19][CH2:20][CH2:21]4)=[CH:12][C:13]=3[C:36]([C:35]3[CH:38]=[CH:39][C:32]([OH:31])=[CH:33][CH:34]=3)=[N:1][C:2]=2[NH:6][N:5]=1. (4) Given the reactants C(O[C:4]([C:6]1[C:15](=[O:16])[C:14]2[C:9](=[N:10][C:11]([C:17]3[CH:22]=[CH:21][C:20]([NH2:23])=[CH:19][CH:18]=3)=[CH:12][CH:13]=2)[N:8]([CH2:24][CH3:25])[C:7]=1SC)=[O:5])C.[CH3:28][N:29]1[CH2:34][CH2:33][N:32]([CH2:35][CH2:36][NH2:37])[CH2:31][CH2:30]1, predict the reaction product. The product is: [CH3:28][N:29]1[CH2:34][CH2:33][N:32]([CH2:35][CH2:36][NH:37][C:4]([C:6]2[C:15](=[O:16])[C:14]3[C:9](=[N:10][C:11]([C:17]4[CH:18]=[CH:19][C:20]([NH2:23])=[CH:21][CH:22]=4)=[CH:12][CH:13]=3)[N:8]([CH2:24][CH3:25])[C:7]=2[NH:37][CH2:36][CH2:35][N:32]2[CH2:33][CH2:34][N:29]([CH3:28])[CH2:30][CH2:31]2)=[O:5])[CH2:31][CH2:30]1.